This data is from Full USPTO retrosynthesis dataset with 1.9M reactions from patents (1976-2016). The task is: Predict the reactants needed to synthesize the given product. (1) Given the product [CH2:29]([C:14]1[N:15]=[C:11]([C:10]2[C:2]([CH3:1])=[N:3][N:4]3[CH:9]=[CH:8][CH:7]=[CH:6][C:5]=23)[S:12][C:13]=1[C:24]([O:26][CH2:27][CH3:28])=[O:25])[C:30]1[CH:35]=[CH:34][CH:33]=[CH:32][CH:31]=1, predict the reactants needed to synthesize it. The reactants are: [CH3:1][C:2]1[C:10]([C:11]2[S:12][C:13]([C:24]([O:26][CH2:27][CH3:28])=[O:25])=[C:14](OS(C(F)(F)F)(=O)=O)[N:15]=2)=[C:5]2[CH:6]=[CH:7][CH:8]=[CH:9][N:4]2[N:3]=1.[CH2:29](B1OC(C)(C)C(C)(C)O1)[C:30]1[CH:35]=[CH:34][CH:33]=[CH:32][CH:31]=1.C(=O)([O-])[O-].[Cs+].[Cs+].O. (2) Given the product [CH2:23]([O:25][C:26]1[CH:31]=[CH:30][C:29]([C:32]#[C:33][C:11]2[CH:12]=[CH:13][C:14]([CH2:17][CH2:18][NH:19][C:20](=[O:22])[CH3:21])=[N:15][CH:16]=2)=[CH:28][CH:27]=1)[CH3:24], predict the reactants needed to synthesize it. The reactants are: CCN(C(C)C)C(C)C.Br[C:11]1[CH:12]=[CH:13][C:14]([CH2:17][CH2:18][NH:19][C:20](=[O:22])[CH3:21])=[N:15][CH:16]=1.[CH2:23]([O:25][C:26]1[CH:31]=[CH:30][C:29]([C:32]#[CH:33])=[CH:28][CH:27]=1)[CH3:24].